Dataset: Full USPTO retrosynthesis dataset with 1.9M reactions from patents (1976-2016). Task: Predict the reactants needed to synthesize the given product. (1) Given the product [CH3:21][N:12]1[C:13]2[C:14]([CH3:20])=[CH:15][C:16]([CH3:19])=[CH:17][C:18]=2[C:10]2[CH2:9][NH:8][CH2:23][CH2:22][C:11]1=2, predict the reactants needed to synthesize it. The reactants are: C(OC([N:8]1[CH2:23][CH2:22][C:11]2[N:12]([CH3:21])[C:13]3[C:14]([CH3:20])=[CH:15][C:16]([CH3:19])=[CH:17][C:18]=3[C:10]=2[CH2:9]1)=O)(C)(C)C.C(O)(C(F)(F)F)=O.C(Cl)Cl. (2) Given the product [Cl:1][C:2]1[C:3]([Cl:26])=[CH:4][C:5]2[C:6]3[CH2:24][N:23]([CH3:25])[CH2:22][CH2:21][C:7]=3[N:8](/[CH:11]=[C:12](\[C:14]3[CH:15]=[CH:16][N:17]=[CH:18][CH:19]=3)/[CH3:13])[C:9]=2[CH:10]=1, predict the reactants needed to synthesize it. The reactants are: [Cl:1][C:2]1[C:3]([Cl:26])=[CH:4][C:5]2[CH:6]3[CH2:24][N:23]([CH3:25])[CH2:22][CH2:21][CH:7]3[N:8]([CH2:11][C:12](O)([C:14]3[CH:19]=[CH:18][N:17]=[CH:16][CH:15]=3)[CH3:13])[C:9]=2[CH:10]=1.[OH-].[K+]. (3) Given the product [Br:7][C:8]1[CH:13]=[CH:12][C:11]([N:21]2[C:22]([C:24]([O:26][CH2:27][CH3:28])=[O:25])=[CH:23][C:19]([Si:18]([CH3:17])([CH3:30])[CH3:29])=[N:20]2)=[CH:10][CH:9]=1, predict the reactants needed to synthesize it. The reactants are: N1C=CC=CC=1.[Br:7][C:8]1[CH:13]=[CH:12][C:11](B(O)O)=[CH:10][CH:9]=1.[CH3:17][Si:18]([CH3:30])([CH3:29])[C:19]1[CH:23]=[C:22]([C:24]([O:26][CH2:27][CH3:28])=[O:25])[NH:21][N:20]=1.